Regression/Classification. Given a drug SMILES string, predict its absorption, distribution, metabolism, or excretion properties. Task type varies by dataset: regression for continuous measurements (e.g., permeability, clearance, half-life) or binary classification for categorical outcomes (e.g., BBB penetration, CYP inhibition). Dataset: cyp2d6_veith. From a dataset of CYP2D6 inhibition data for predicting drug metabolism from PubChem BioAssay. (1) The molecule is COc1cc(C(=O)Nc2nc3ccc4nc(C)sc4c3s2)cc(OC)c1OC. The result is 0 (non-inhibitor). (2) The drug is COc1ccc(CCNC(=O)c2cc(-c3cc(Cl)cc(Cl)c3)oc2C)cc1. The result is 1 (inhibitor). (3) The molecule is NCCS(=O)O. The result is 0 (non-inhibitor). (4) The compound is Cc1ccccc1S(=O)(=O)Oc1ccccc1C(=O)Oc1ccccc1. The result is 0 (non-inhibitor). (5) The result is 0 (non-inhibitor). The drug is CC(C)(C)NC(=O)C(=O)N/N=C/c1ccc(Br)cc1. (6) The molecule is CCC1(C)Cc2c(sc3nnn(CC(=O)Nc4cccc5ccccc45)c(=O)c23)CO1. The result is 1 (inhibitor). (7) The compound is N[C@H](Cc1ccccc1)c1nn[nH]n1. The result is 0 (non-inhibitor). (8) The drug is CCCc1nnc(SCC(=O)N2CCCCC2C)n1CCCOC. The result is 0 (non-inhibitor). (9) The result is 0 (non-inhibitor). The drug is CO[C@H]1COC(=O)C/C=C\[C@H](C)COC(=O)[C@@H](C)NC(=O)C/C=C\[C@@H]1C. (10) The compound is O=S(=O)(c1ccccc1)N1CCC[C@@]2(CCN(Cc3cc(C(F)(F)F)cc(C(F)(F)F)c3)C2)C1. The result is 0 (non-inhibitor).